Task: Predict the product of the given reaction.. Dataset: Forward reaction prediction with 1.9M reactions from USPTO patents (1976-2016) (1) The product is: [Si:13]([O:1][C@H:2]1[CH2:3][CH2:4][C@H:5]([C:8]([O:10][CH2:11][CH3:12])=[O:9])[CH2:6][CH2:7]1)([C:16]([CH3:19])([CH3:18])[CH3:17])([CH3:15])[CH3:14]. Given the reactants [OH:1][C@H:2]1[CH2:7][CH2:6][C@H:5]([C:8]([O:10][CH2:11][CH3:12])=[O:9])[CH2:4][CH2:3]1.[Si:13](Cl)([C:16]([CH3:19])([CH3:18])[CH3:17])([CH3:15])[CH3:14].N1C=CN=C1.C(OCC)(=O)C, predict the reaction product. (2) Given the reactants [CH2:1]([O:8][C:9]1[CH:14]=[CH:13][CH:12]=[CH:11][C:10]=1[C:15]1[O:16][C@@H:17]([CH3:24])[C@@H:18]([C:20]([O:22]C)=[O:21])[N:19]=1)[C:2]1[CH:7]=[CH:6][CH:5]=[CH:4][CH:3]=1.[OH-].[Na+], predict the reaction product. The product is: [CH2:15]([NH3+:19])[CH3:10].[CH2:1]([O:8][C:9]1[CH:14]=[CH:13][CH:12]=[CH:11][C:10]=1[C:15]1[O:16][C@@H:17]([CH3:24])[C@H:18]([C:20]([O-:22])=[O:21])[N:19]=1)[C:2]1[CH:3]=[CH:4][CH:5]=[CH:6][CH:7]=1.[CH2:15]([NH3+:19])[CH3:10]. (3) The product is: [Cl:19][C:20]1[CH:27]=[CH:26][CH:25]=[CH:24][C:21]=1[CH2:22][N:4]1[CH2:5][CH2:6][N:1]([C:7]2[CH:16]=[CH:15][CH:14]=[C:13]3[C:8]=2[C:9]([NH2:18])=[N:10][C:11]([NH2:17])=[N:12]3)[CH2:2][CH2:3]1. Given the reactants [N:1]1([C:7]2[CH:16]=[CH:15][CH:14]=[C:13]3[C:8]=2[C:9]([NH2:18])=[N:10][C:11]([NH2:17])=[N:12]3)[CH2:6][CH2:5][NH:4][CH2:3][CH2:2]1.[Cl:19][C:20]1[CH:27]=[CH:26][CH:25]=[CH:24][C:21]=1[CH2:22]Br, predict the reaction product. (4) Given the reactants [Cl:1][C:2]1[CH:10]=[CH:9][C:5]([C:6](Cl)=[O:7])=[CH:4][C:3]=1[N+:11]([O-:13])=[O:12].[CH3:14][NH:15][CH3:16].C(=O)(O)[O-].[Na+].O, predict the reaction product. The product is: [CH3:14][N:15]([CH3:16])[C:6](=[O:7])[C:5]1[CH:9]=[CH:10][C:2]([Cl:1])=[C:3]([N+:11]([O-:13])=[O:12])[CH:4]=1. (5) Given the reactants [N:1]12[CH2:7][C:4]([C:8]([C:17]3[CH:22]=[CH:21][CH:20]=[CH:19][CH:18]=3)([C:11]3[CH:16]=[CH:15][CH:14]=[CH:13][CH:12]=3)[C:9]#[N:10])([CH2:5][CH2:6]1)[CH2:3][CH2:2]2.[CH3:23][O:24][CH2:25][CH2:26][CH2:27][Br:28], predict the reaction product. The product is: [Br-:28].[C:9]([C:8]([C:17]1[CH:22]=[CH:21][CH:20]=[CH:19][CH:18]=1)([C:11]1[CH:12]=[CH:13][CH:14]=[CH:15][CH:16]=1)[C:4]12[CH2:7][N+:1]([CH2:27][CH2:26][CH2:25][O:24][CH3:23])([CH2:6][CH2:5]1)[CH2:2][CH2:3]2)#[N:10]. (6) Given the reactants Cl[C:2]1[CH:3]=[C:4]([C:9]2[N:13]3[CH:14]=[CH:15][C:16]([C:19]([OH:22])([CH3:21])[CH3:20])=[C:17]([F:18])[C:12]3=[N:11][CH:10]=2)[CH:5]=[CH:6][C:7]=1[F:8].CC1(C)COB([C:30]2[CH:37]=[CH:36][C:33]([C:34]#[N:35])=[CH:32][C:31]=2[F:38])OC1, predict the reaction product. The product is: [F:38][C:31]1[CH:32]=[C:33]([C:34]#[N:35])[CH:36]=[CH:37][C:30]=1[C:2]1[CH:3]=[C:4]([C:9]2[N:13]3[CH:14]=[CH:15][C:16]([C:19]([OH:22])([CH3:21])[CH3:20])=[C:17]([F:18])[C:12]3=[N:11][CH:10]=2)[CH:5]=[CH:6][C:7]=1[F:8]. (7) Given the reactants [NH2:1][C@@H:2]([CH2:6][C:7]1[CH:12]=[CH:11][C:10]([C:13]2[CH:18]=[C:17]([O:19][C@H:20]([C:25]3[CH:30]=[CH:29][C:28]([C:31]4[CH:36]=[CH:35][CH:34]=[C:33](OC)[CH:32]=4)=[CH:27][CH:26]=3)[C:21]([F:24])([F:23])[F:22])[N:16]=[C:15]([NH2:39])[N:14]=2)=[CH:9][CH:8]=1)[C:3]([O-:5])=[O:4].[CH3:40][C:41]1[CH:42]=[CH:43][C:44]([S:47]([OH:50])(=[O:49])=[O:48])=[CH:45][CH:46]=1.O.C(#N)C.O.C1C[O:59][CH2:58]C1, predict the reaction product. The product is: [OH2:4].[OH2:48].[S:47]([C:44]1[CH:45]=[CH:46][C:41]([CH3:40])=[CH:42][CH:43]=1)([OH:50])(=[O:49])=[O:48].[NH2:1][C@@H:2]([CH2:6][C:7]1[CH:12]=[CH:11][C:10]([C:13]2[CH:18]=[C:17]([O:19][C@H:20]([C:25]3[CH:26]=[CH:27][C:28]([C:31]4[CH:32]=[CH:33][CH:34]=[CH:35][CH:36]=4)=[CH:29][C:30]=3[O:59][CH3:58])[C:21]([F:22])([F:23])[F:24])[N:16]=[C:15]([NH2:39])[N:14]=2)=[CH:9][CH:8]=1)[C:3]([OH:5])=[O:4].